Dataset: Rat liver microsome stability data. Task: Regression/Classification. Given a drug SMILES string, predict its absorption, distribution, metabolism, or excretion properties. Task type varies by dataset: regression for continuous measurements (e.g., permeability, clearance, half-life) or binary classification for categorical outcomes (e.g., BBB penetration, CYP inhibition). Dataset: rlm. (1) The compound is Cc1ccc(S(=O)(=O)Nc2cccc(C(=O)Nc3nc(-c4ccccc4)cs3)c2)cc1. The result is 1 (stable in rat liver microsomes). (2) The compound is CC(C)(C)c1ccc(OCc2nn3c(-c4ccncc4)nnc3s2)cc1. The result is 1 (stable in rat liver microsomes). (3) The compound is c1cc(-c2cc(-c3ccncc3)c3cncn3c2)c2[nH]ccc2c1. The result is 1 (stable in rat liver microsomes). (4) The molecule is N[C@@H](CC(=O)N1CCC[C@H]1c1nc(-c2ncc(F)cc2F)no1)Cc1cc(F)c(F)cc1F. The result is 0 (unstable in rat liver microsomes). (5) The compound is Cc1ccnc(NC(=S)N2CCC(c3cccc(C(F)(F)F)c3)CC2)c1. The result is 1 (stable in rat liver microsomes).